Predict which catalyst facilitates the given reaction. From a dataset of Catalyst prediction with 721,799 reactions and 888 catalyst types from USPTO. (1) Reactant: C(O[BH-](OC(=O)C)OC(=O)C)(=O)C.[Na+].[F:15][C:16]([F:53])([F:52])[C:17]1[CH:18]=[C:19]([CH:45]=[C:46]([C:48]([F:51])([F:50])[F:49])[CH:47]=1)[CH2:20][N:21]([C@H:28]1[CH2:34][CH2:33][CH2:32][NH:31][C:30]2[C:35]([CH3:44])=[C:36]([C:40]([F:43])([F:42])[F:41])[C:37]([CH3:39])=[CH:38][C:29]1=2)[C:22]1[N:23]=[N:24][N:25]([CH3:27])[N:26]=1.[C:54]([O:58][C:59]([N:61]1[CH2:66][CH2:65][CH:64]([CH:67]=O)[CH2:63][CH2:62]1)=[O:60])([CH3:57])([CH3:56])[CH3:55].C(O)(=O)C. Product: [F:53][C:16]([F:15])([F:52])[C:17]1[CH:18]=[C:19]([CH:45]=[C:46]([C:48]([F:51])([F:50])[F:49])[CH:47]=1)[CH2:20][N:21]([C:22]1[N:23]=[N:24][N:25]([CH3:27])[N:26]=1)[C@H:28]1[CH2:34][CH2:33][CH2:32][N:31]([CH2:67][CH:64]2[CH2:65][CH2:66][N:61]([C:59]([O:58][C:54]([CH3:55])([CH3:57])[CH3:56])=[O:60])[CH2:62][CH2:63]2)[C:30]2[C:35]([CH3:44])=[C:36]([C:40]([F:41])([F:42])[F:43])[C:37]([CH3:39])=[CH:38][C:29]1=2. The catalyst class is: 417. (2) Reactant: C1(C(F)(F)F)C=CC=CC=1.[F:11][C:12]([N:17]1[CH:21]=[CH:20][N:19]=[CH:18]1)(F)[CH:13]([F:15])[F:14]. Product: [F:11][C:12]([N:17]1[CH:21]=[CH:20][N:19]=[CH:18]1)=[C:13]([F:15])[F:14]. The catalyst class is: 6. (3) Reactant: [CH2:1]([N:3]([CH2:6][CH3:7])[CH2:4][CH3:5])[CH3:2].Cl[C:9]1[CH:16]=[CH:15]C(C=O)=[CH:11][CH:10]=1.[C:17](O[BH-](OC(=O)C)OC(=O)C)(=O)C.[Na+]. Product: [CH2:1]([N:3]1[CH2:6][CH2:7][CH2:17][CH2:5][CH2:4]1)[C:2]1[CH:15]=[CH:16][CH:9]=[CH:10][CH:11]=1. The catalyst class is: 124. (4) Reactant: C(N(C(C)C)CCC(C1C=C(CO)C=CC=1O)C1C=CC=CC=1)(C)C.[C:26]([O:34]C=C)(=[O:33])[C:27]1C=CC=[CH:29][CH:28]=1. Product: [CH:26]([O-:34])=[O:33].[C:26]([O-:34])(=[O:33])[CH3:27].[C:26]([O-:34])(=[O:33])[CH2:27][CH2:28][CH3:29]. The catalyst class is: 282. (5) Reactant: N1C=CC=CC=1.[CH3:7][CH:8]1[CH2:17][C:16]2[N:15]=[N:14][C:13]([C:18]3[CH:23]=[CH:22][CH:21]=[C:20]([C:24]([F:27])([F:26])[F:25])[CH:19]=3)=[CH:12][C:11]=2[CH:10]([OH:28])[CH2:9]1.O.Cl[C:31]([O:33][C:34]1[CH:39]=[CH:38][CH:37]=[CH:36][CH:35]=1)=[O:32]. Product: [CH3:7][CH:8]1[CH2:17][C:16]2[N:15]=[N:14][C:13]([C:18]3[CH:23]=[CH:22][CH:21]=[C:20]([C:24]([F:27])([F:26])[F:25])[CH:19]=3)=[CH:12][C:11]=2[CH:10]([O:28][C:31]([O:33][C:34]2[CH:39]=[CH:38][CH:37]=[CH:36][CH:35]=2)=[O:32])[CH2:9]1. The catalyst class is: 11. (6) Reactant: [CH2:1]([O:8][C@H:9]1[CH2:13][N:12]([C:14]([O:16][C:17]([CH3:20])([CH3:19])[CH3:18])=[O:15])[C@H:11]([C:21]([O:23]C)=[O:22])[CH2:10]1)[C:2]1[CH:7]=[CH:6][CH:5]=[CH:4][CH:3]=1.[OH-].[Na+]. Product: [CH2:1]([O:8][C@H:9]1[CH2:13][N:12]([C:14]([O:16][C:17]([CH3:19])([CH3:20])[CH3:18])=[O:15])[C@H:11]([C:21]([OH:23])=[O:22])[CH2:10]1)[C:2]1[CH:7]=[CH:6][CH:5]=[CH:4][CH:3]=1. The catalyst class is: 92. (7) Reactant: [NH2:1][C:2]1[CH:10]=[CH:9][C:8]([I:11])=[CH:7][C:3]=1[C:4]([OH:6])=O.[CH:12](OC)(OC)OC.C(O)(=O)C.[NH2:23][C:24]1[CH:25]=[C:26]([CH:33]=[CH:34][C:35]=1[CH3:36])[C:27]([NH:29][CH:30]1[CH2:32][CH2:31]1)=[O:28]. Product: [CH:30]1([NH:29][C:27](=[O:28])[C:26]2[CH:33]=[CH:34][C:35]([CH3:36])=[C:24]([N:23]3[C:4](=[O:6])[C:3]4[C:2](=[CH:10][CH:9]=[C:8]([I:11])[CH:7]=4)[N:1]=[CH:12]3)[CH:25]=2)[CH2:31][CH2:32]1. The catalyst class is: 133. (8) Reactant: [Cl:1][C:2]1[CH:8]=[C:7]([F:9])[C:5]([NH2:6])=[C:4]([N+:10]([O-:12])=[O:11])[C:3]=1[O:13][CH3:14].C(N(CC)CC)C.Cl[C:23](Cl)([O:25]C(=O)OC(Cl)(Cl)Cl)Cl. Product: [Cl:1][C:2]1[CH:8]=[C:7]([F:9])[C:5]([N:6]=[C:23]=[O:25])=[C:4]([N+:10]([O-:12])=[O:11])[C:3]=1[O:13][CH3:14]. The catalyst class is: 11. (9) Reactant: [Br:1][C:2]1[C:6]([N+:7]([O-:9])=[O:8])=[C:5](Br)[N:4]([CH2:11][CH3:12])[N:3]=1.CCO.[NH2:16][CH2:17][CH:18]([OH:20])[CH3:19]. Product: [Br:1][C:2]1[C:6]([N+:7]([O-:9])=[O:8])=[C:5]([NH:16][CH2:17][CH:18]([OH:20])[CH3:19])[N:4]([CH2:11][CH3:12])[N:3]=1. The catalyst class is: 34.